From a dataset of Experimentally validated miRNA-target interactions with 360,000+ pairs, plus equal number of negative samples. Binary Classification. Given a miRNA mature sequence and a target amino acid sequence, predict their likelihood of interaction. The miRNA is mmu-miR-3070-2-3p with sequence UGGUGCUAUGGUCAGGGGUAGA. The protein sequence of the target gene is MADNSSDEYEEDNKEKKKPSQLTPQQGFSENDDDDDDDSSETDSDDDDDDEEHGAPLEGAYDPADYEHLPVSAEIKELFEYISRYTPQLIDLDHKLKPFIPDFIPAVGDIDAFLKVPRPDGKPDHLGLLVLDEPSTKQSDPTVLSLWLTENSKQHNITQHMKVKSLEDAEKNPKAIDTWIESISELHRSKPPATVHYTRPMPDIDTLMQEWSPEFEELLGKVSLPTVEIDCSLAEYIDMICAILDIPFYKSRIQSLHLLFSLYSEFKNSQHFKALAEGKKVFTPPPNSASQAGDAETLTF.... Result: 0 (no interaction).